This data is from Forward reaction prediction with 1.9M reactions from USPTO patents (1976-2016). The task is: Predict the product of the given reaction. (1) Given the reactants [Cl:1][C:2]1[C:3]2[C:7]([CH:8]=[C:9]([CH3:11])[CH:10]=1)=[N:6][N:5]1[C:12]([CH:17]3[CH2:22][CH2:21][N:20](C(OC(C)(C)C)=O)[CH2:19][CH2:18]3)=[CH:13][C:14](=[O:16])[NH:15][C:4]=21.Cl, predict the reaction product. The product is: [ClH:1].[Cl:1][C:2]1[C:3]2[C:7]([CH:8]=[C:9]([CH3:11])[CH:10]=1)=[N:6][N:5]1[C:12]([CH:17]3[CH2:18][CH2:19][NH:20][CH2:21][CH2:22]3)=[CH:13][C:14](=[O:16])[NH:15][C:4]=21. (2) The product is: [CH2:1]([O:3][C:4](=[O:9])[CH:5]([O:17][CH2:10][C:11]1[CH:16]=[CH:15][CH:14]=[CH:13][CH:12]=1)[CH2:6][CH3:7])[CH3:2]. Given the reactants [CH2:1]([O:3][C:4](=[O:9])[CH:5](Br)[CH2:6][CH3:7])[CH3:2].[CH2:10]([OH:17])[C:11]1[CH:16]=[CH:15][CH:14]=[CH:13][CH:12]=1.[OH-].[K+], predict the reaction product. (3) Given the reactants [NH2:1][C:2]1[N:7]=[C:6]([C:8]2[S:9][CH:10]=[CH:11][CH:12]=2)[C:5]([C:13]2[CH:14]=[CH:15][C:16](=[O:19])[NH:17][N:18]=2)=[CH:4][N:3]=1.[CH:20](I)([CH3:22])[CH3:21], predict the reaction product. The product is: [NH2:1][C:2]1[N:7]=[C:6]([C:8]2[S:9][CH:10]=[CH:11][CH:12]=2)[C:5]([C:13]2[CH:14]=[CH:15][C:16](=[O:19])[N:17]([CH:20]([CH3:22])[CH3:21])[N:18]=2)=[CH:4][N:3]=1. (4) Given the reactants [Br:1][C:2]1[CH:3]=[CH:4][C:5]([O:36][CH3:37])=[C:6]([S:8]([NH:11][C@H:12]2[CH2:16][N:15]([C:17]([O:19][C:20]([CH3:23])([CH3:22])[CH3:21])=[O:18])[C@@H:14]([CH2:24][N:25]3[C:33](=[O:34])[C:32]4[C:27](=[CH:28][CH:29]=[CH:30][CH:31]=4)[C:26]3=[O:35])[CH2:13]2)(=[O:10])=[O:9])[CH:7]=1.C(=O)([O-])[O-].[Cs+].[Cs+].[CH2:44](Br)[C:45]1[CH:50]=[CH:49][CH:48]=[CH:47][CH:46]=1, predict the reaction product. The product is: [Br:1][C:2]1[CH:3]=[CH:4][C:5]([O:36][CH3:37])=[C:6]([S:8]([N:11]([CH2:44][C:45]2[CH:50]=[CH:49][CH:48]=[CH:47][CH:46]=2)[C@H:12]2[CH2:16][N:15]([C:17]([O:19][C:20]([CH3:21])([CH3:22])[CH3:23])=[O:18])[C@@H:14]([CH2:24][N:25]3[C:33](=[O:34])[C:32]4[C:27](=[CH:28][CH:29]=[CH:30][CH:31]=4)[C:26]3=[O:35])[CH2:13]2)(=[O:9])=[O:10])[CH:7]=1. (5) Given the reactants I[C:2]1[C:10]2[C:9]([O:11][C:12]3[CH:13]=[C:14]([NH:18][C:19](=[O:25])[O:20][C:21]([CH3:24])([CH3:23])[CH3:22])[CH:15]=[CH:16][CH:17]=3)=[N:8][CH:7]=[N:6][C:5]=2[N:4]([CH2:26][O:27][CH2:28][CH2:29][Si:30]([CH3:33])([CH3:32])[CH3:31])[CH:3]=1.C([O-])([O-])=O.[Na+].[Na+].O1[CH2:45][CH2:44]OCC1, predict the reaction product. The product is: [C:21]([O:20][C:19](=[O:25])[NH:18][C:14]1[CH:15]=[CH:16][CH:17]=[C:12]([O:11][C:9]2[C:10]3[C:2]([C:2]4[CH:3]=[N:4][CH:5]=[CH:44][CH:45]=4)=[CH:3][N:4]([CH2:26][O:27][CH2:28][CH2:29][Si:30]([CH3:33])([CH3:32])[CH3:31])[C:5]=3[N:6]=[CH:7][N:8]=2)[CH:13]=1)([CH3:24])([CH3:23])[CH3:22]. (6) Given the reactants Br[C:2]1[CH:15]=[C:14]2[C:5]([O:6][CH:7]3[CH:12]([C:13]42[CH2:19][S:18][C:17]([NH:20]C(=O)OC(C)(C)C)=[N:16]4)[CH2:11][CH2:10][CH:9]([OH:28])[CH2:8]3)=[CH:4][CH:3]=1.[Cl:29][C:30]1[CH:31]=[C:32](B(O)O)[CH:33]=[N:34][CH:35]=1.C([O-])([O-])=O.[Na+].[Na+].O1CCOCC1, predict the reaction product. The product is: [NH2:20][C:17]1[S:18][CH2:19][C:13]2([N:16]=1)[CH:12]1[CH:7]([CH2:8][CH:9]([OH:28])[CH2:10][CH2:11]1)[O:6][C:5]1[C:14]2=[CH:15][C:2]([C:32]2[CH:33]=[N:34][CH:35]=[C:30]([Cl:29])[CH:31]=2)=[CH:3][CH:4]=1.